From a dataset of Forward reaction prediction with 1.9M reactions from USPTO patents (1976-2016). Predict the product of the given reaction. Given the reactants CC(C)=O.OS(O)(=O)=O.O=[Cr](=O)=O.[OH:14][CH:15]([CH2:21][CH3:22])[C:16]([O:18][CH2:19][CH3:20])=[O:17], predict the reaction product. The product is: [O:14]=[C:15]([CH2:21][CH3:22])[C:16]([O:18][CH2:19][CH3:20])=[O:17].